This data is from Full USPTO retrosynthesis dataset with 1.9M reactions from patents (1976-2016). The task is: Predict the reactants needed to synthesize the given product. (1) Given the product [C:24]([C:21]1([NH:20][C:18](=[O:19])[C@H:14]([CH2:15][CH2:16][CH3:17])[NH:13][C@@H:8]([C:5]2[CH:6]=[CH:7][C:2]([C:33]3[CH:34]=[CH:35][C:30]([S:27]([CH3:26])(=[O:29])=[O:28])=[CH:31][CH:32]=3)=[CH:3][CH:4]=2)[C:9]([F:12])([F:11])[F:10])[CH2:23][CH2:22]1)#[N:25], predict the reactants needed to synthesize it. The reactants are: Br[C:2]1[CH:7]=[CH:6][C:5]([C@H:8]([NH:13][C@H:14]([C:18]([NH:20][C:21]2([C:24]#[N:25])[CH2:23][CH2:22]2)=[O:19])[CH2:15][CH2:16][CH3:17])[C:9]([F:12])([F:11])[F:10])=[CH:4][CH:3]=1.[CH3:26][S:27]([C:30]1[CH:35]=[CH:34][C:33](B(O)O)=[CH:32][CH:31]=1)(=[O:29])=[O:28].C([O-])([O-])=O.[K+].[K+]. (2) Given the product [Br:9][C:6]1[CH:5]=[C:4]2[C:3](=[CH:8][CH:7]=1)[CH2:2][C:20]1([C:21]3[C:22](=[N:23][CH:24]=[CH:25][CH:26]=3)[N:18]([CH2:17][O:16][CH2:15][CH2:14][Si:13]([CH3:28])([CH3:12])[CH3:29])[C:19]1=[O:27])[CH2:10]2, predict the reactants needed to synthesize it. The reactants are: Br[CH2:2][C:3]1[CH:8]=[CH:7][C:6]([Br:9])=[CH:5][C:4]=1[CH2:10]Br.[CH3:12][Si:13]([CH3:29])([CH3:28])[CH2:14][CH2:15][O:16][CH2:17][N:18]1[C:22]2=[N:23][CH:24]=[CH:25][CH:26]=[C:21]2[CH2:20][C:19]1=[O:27].C(=O)([O-])[O-].[Cs+].[Cs+]. (3) Given the product [S:24]([C:20]1[CH:21]=[N:22][CH:23]=[C:18]([B:14]([OH:15])[OH:13])[CH:19]=1)(=[O:26])(=[O:25])[NH2:2], predict the reactants needed to synthesize it. The reactants are: Cl[N:2]1C(=O)CCC1=O.CN1CC[O:15][B:14]([C:18]2[CH:19]=[C:20]([S:24]([O-:26])=[O:25])[CH:21]=[N:22][CH:23]=2)[O:13]CC1.[Li+].[OH-].[NH4+]. (4) Given the product [N:1]1[CH:6]=[CH:5][CH:4]=[CH:3][C:2]=1[CH2:7][O:8][C:9]1[CH:14]=[CH:13][C:12]([CH2:15][CH2:16][CH:17]([CH2:22][CH2:23][CH2:24][C:25]2[CH:30]=[CH:29][CH:28]=[CH:27][CH:26]=2)[C:18]([OH:20])=[O:19])=[CH:11][CH:10]=1, predict the reactants needed to synthesize it. The reactants are: [N:1]1[CH:6]=[CH:5][CH:4]=[CH:3][C:2]=1[CH2:7][O:8][C:9]1[CH:14]=[CH:13][C:12]([CH2:15][CH2:16][CH:17]([CH2:22][CH2:23][CH2:24][C:25]2[CH:30]=[CH:29][CH:28]=[CH:27][CH:26]=2)[C:18]([O:20]C)=[O:19])=[CH:11][CH:10]=1. (5) Given the product [N+:3]([C:6]1[CH:7]=[C:8]([CH2:9][OH:10])[CH:12]=[C:13]([N+:15]([O-:17])=[O:16])[CH:14]=1)([O-:5])=[O:4], predict the reactants needed to synthesize it. The reactants are: [BH4-].[Na+].[N+:3]([C:6]1[CH:7]=[C:8]([CH:12]=[C:13]([N+:15]([O-:17])=[O:16])[CH:14]=1)[C:9](O)=[O:10])([O-:5])=[O:4].B(F)(F)F.CCOCC. (6) The reactants are: C([O:8][C@@H:9]1[C@@H:14]([O:15]CC2C=CC=CC=2)[C@H:13]([O:23]CC2C=CC=CC=2)[C@@H:12]([CH2:31][O:32]CC2C=CC=CC=2)[O:11][C@H:10]1[C:40]1[CH:45]=[C:44]([CH2:46][C:47]2[CH:52]=[CH:51][C:50]([CH2:53][CH2:54][NH:55][C:56]([NH:58][C:59]([CH3:63])([CH3:62])[CH2:60][OH:61])=[O:57])=[CH:49][CH:48]=2)[C:43]([CH3:64])=[CH:42][C:41]=1[O:65]CC1C=CC=CC=1)C1C=CC=CC=1. Given the product [OH:61][CH2:60][C:59]([NH:58][C:56]([NH:55][CH2:54][CH2:53][C:50]1[CH:51]=[CH:52][C:47]([CH2:46][C:44]2[C:43]([CH3:64])=[CH:42][C:41]([OH:65])=[C:40]([C@@H:10]3[O:11][C@H:12]([CH2:31][OH:32])[C@@H:13]([OH:23])[C@H:14]([OH:15])[C@H:9]3[OH:8])[CH:45]=2)=[CH:48][CH:49]=1)=[O:57])([CH3:62])[CH3:63], predict the reactants needed to synthesize it.